This data is from Full USPTO retrosynthesis dataset with 1.9M reactions from patents (1976-2016). The task is: Predict the reactants needed to synthesize the given product. (1) Given the product [OH:22][C:19]1[N:20]=[CH:21][C:16]2[C:4]3[C:5](=[O:15])[O:6][C:7]4[C:12](=[CH:11][CH:10]=[C:9]([OH:13])[CH:8]=4)[C:3]=3[CH2:25][O:24][C:17]=2[N:18]=1, predict the reactants needed to synthesize it. The reactants are: BrC[C:3]1[C:12]2[C:7](=[CH:8][C:9]([O:13]C)=[CH:10][CH:11]=2)[O:6][C:5](=[O:15])[C:4]=1[C:16]1[C:17]([O:24][CH3:25])=[N:18][C:19]([O:22]C)=[N:20][CH:21]=1.B(Br)(Br)Br. (2) Given the product [F:1][C:2]1[CH:3]=[CH:4][C:5]([CH2:8][C:9]2[CH:18]=[C:17]3[C:12]([C:13]([OH:36])=[C:14]([C:31]([NH:37][CH2:38][CH2:39][CH2:40][N:41]4[CH2:45][CH2:44][CH2:43][C:42]4=[O:46])=[O:32])[C:15](=[O:30])[N:16]3[CH2:19][CH2:20][CH2:21][N:22]3[CH2:28][CH2:27][CH2:26][CH2:25][CH2:24][C:23]3=[O:29])=[N:11][CH:10]=2)=[CH:6][CH:7]=1, predict the reactants needed to synthesize it. The reactants are: [F:1][C:2]1[CH:7]=[CH:6][C:5]([CH2:8][C:9]2[CH:18]=[C:17]3[C:12]([C:13]([OH:36])=[C:14]([C:31](OCC)=[O:32])[C:15](=[O:30])[N:16]3[CH2:19][CH2:20][CH2:21][N:22]3[CH2:28][CH2:27][CH2:26][CH2:25][CH2:24][C:23]3=[O:29])=[N:11][CH:10]=2)=[CH:4][CH:3]=1.[NH2:37][CH2:38][CH2:39][CH2:40][N:41]1[CH2:45][CH2:44][CH2:43][C:42]1=[O:46]. (3) The reactants are: [Cl:1][C:2]1[CH:8]=[C:7]([I:9])[CH:6]=[CH:5][C:3]=1[NH2:4].[C:10](=O)(OC(Cl)(Cl)Cl)[O:11]C(Cl)(Cl)Cl. Given the product [Cl:1][C:2]1[CH:8]=[C:7]([I:9])[CH:6]=[CH:5][C:3]=1[N:4]=[C:10]=[O:11], predict the reactants needed to synthesize it.